This data is from Reaction yield outcomes from USPTO patents with 853,638 reactions. The task is: Predict the reaction yield, written as a fraction of the theoretical maximum amount of product (1.0 means a 100% yield; for example, 0.34 means a 34% yield). (1) The reactants are Cl.[CH:2]1([N:6]2[CH2:11][CH2:10][N:9]([C:12]([C:14]3[CH:15]=[C:16]4[C:20](=[CH:21][CH:22]=3)[NH:19][C:18]([C:23]([OH:25])=O)=[CH:17]4)=[O:13])[CH2:8][CH2:7]2)[CH2:5][CH2:4][CH2:3]1.F[B-](F)(F)F.N1(OC(N(C)C)=[N+](C)C)C2C=CC=CC=2N=N1.[F:48][C:49]1([F:55])[CH2:54][CH2:53][NH:52][CH2:51][CH2:50]1.C(N(CC)C(C)C)(C)C. The catalyst is CN(C)C=O. The product is [CH:2]1([N:6]2[CH2:7][CH2:8][N:9]([C:12]([C:14]3[CH:15]=[C:16]4[C:20](=[CH:21][CH:22]=3)[NH:19][C:18]([C:23]([N:52]3[CH2:53][CH2:54][C:49]([F:55])([F:48])[CH2:50][CH2:51]3)=[O:25])=[CH:17]4)=[O:13])[CH2:10][CH2:11]2)[CH2:3][CH2:4][CH2:5]1. The yield is 0.830. (2) The reactants are [CH3:1][O:2][CH2:3][C@@H:4]1[CH2:8][N:7]([C:9]([O:11][C:12]([CH3:15])([CH3:14])[CH3:13])=[O:10])[C@H:6]([C:16]([O:18]C)=[O:17])[CH2:5]1.[Li+].[OH-].Cl. The catalyst is C1COCC1.CO. The product is [C:12]([O:11][C:9]([N:7]1[CH2:8][C@@H:4]([CH2:3][O:2][CH3:1])[CH2:5][C@H:6]1[C:16]([OH:18])=[O:17])=[O:10])([CH3:15])([CH3:13])[CH3:14]. The yield is 0.990.